Dataset: Reaction yield outcomes from USPTO patents with 853,638 reactions. Task: Predict the reaction yield, written as a fraction of the theoretical maximum amount of product (1.0 means a 100% yield; for example, 0.34 means a 34% yield). (1) The reactants are [Cl:1][C:2]1[CH:10]=[CH:9][C:5]([C:6]([NH2:8])=O)=[C:4]([O:11][CH:12]([CH3:14])[CH3:13])[N:3]=1.N1C=CC=CC=1.P(Cl)(Cl)(Cl)=O. The yield is 0.810. The catalyst is C(#N)C. The product is [Cl:1][C:2]1[CH:10]=[CH:9][C:5]([C:6]#[N:8])=[C:4]([O:11][CH:12]([CH3:14])[CH3:13])[N:3]=1. (2) The reactants are [C:1]([C:5]1[CH:9]=[C:8]([NH2:10])[N:7]([C:11]2[CH:16]=[CH:15][C:14]([CH3:17])=[CH:13][CH:12]=2)[N:6]=1)([CH3:4])([CH3:3])[CH3:2].[C:18]([O-])(O)=[O:19].[Na+].ClC(OC(Cl)=O)(Cl)Cl.[NH2:31][C:32]1[C:41]2[C:36](=[CH:37][CH:38]=[CH:39][CH:40]=2)[C:35]([O:42][C:43]([CH3:60])([CH3:59])[CH2:44][C:45]2[CH:50]=[CH:49][N:48]=[C:47]([NH:51][C:52](=[O:58])[O:53][C:54]([CH3:57])([CH3:56])[CH3:55])[CH:46]=2)=[CH:34][CH:33]=1.CCN(C(C)C)C(C)C. The catalyst is C(Cl)Cl.CCOC(C)=O.O. The product is [C:1]([C:5]1[CH:9]=[C:8]([NH:10][C:18](=[O:19])[NH:31][C:32]2[C:41]3[C:36](=[CH:37][CH:38]=[CH:39][CH:40]=3)[C:35]([O:42][C:43]([CH3:60])([CH3:59])[CH2:44][C:45]3[CH:50]=[CH:49][N:48]=[C:47]([NH:51][C:52](=[O:58])[O:53][C:54]([CH3:55])([CH3:57])[CH3:56])[CH:46]=3)=[CH:34][CH:33]=2)[N:7]([C:11]2[CH:12]=[CH:13][C:14]([CH3:17])=[CH:15][CH:16]=2)[N:6]=1)([CH3:4])([CH3:3])[CH3:2]. The yield is 0.140.